From a dataset of Forward reaction prediction with 1.9M reactions from USPTO patents (1976-2016). Predict the product of the given reaction. (1) Given the reactants [NH2:1][CH2:2][CH2:3][C:4]1[CH:24]=[CH:23][C:7]([NH:8][CH:9]2[CH2:14][CH2:13][N:12]([C:15]([C:17]3[S:18][CH:19]=[CH:20][C:21]=3[CH3:22])=[O:16])[CH2:11][CH2:10]2)=[CH:6][CH:5]=1.[O:25]1[CH2:27][C@H:26]1[CH2:28][O:29][C:30]1[C:38]2[NH:37][C:36](=[O:39])[NH:35][C:34]=2[CH:33]=[CH:32][CH:31]=1, predict the reaction product. The product is: [OH:25][C@@H:26]([CH2:27][NH:1][CH2:2][CH2:3][C:4]1[CH:5]=[CH:6][C:7]([NH:8][CH:9]2[CH2:10][CH2:11][N:12]([C:15]([C:17]3[S:18][CH:19]=[CH:20][C:21]=3[CH3:22])=[O:16])[CH2:13][CH2:14]2)=[CH:23][CH:24]=1)[CH2:28][O:29][C:30]1[C:38]2[NH:37][C:36](=[O:39])[NH:35][C:34]=2[CH:33]=[CH:32][CH:31]=1. (2) Given the reactants [Br:1][C:2]1[CH:7]=[CH:6][C:5]([NH:8][C:9]2[C:18]3[C:13](=[CH:14][C:15]([O:21][CH2:22][CH:23]4[CH2:28][CH2:27][N:26]([CH3:29])[CH2:25][CH2:24]4)=[C:16]([O:19][CH3:20])[CH:17]=3)[N:12]=[CH:11][N:10]=2)=[C:4]([F:30])[CH:3]=1.BrC[C:33]1[N:34]([CH3:41])[CH:35]=[C:36]([N+:38]([O-:40])=[O:39])[N:37]=1.[CH3:42]COC(C)=O, predict the reaction product. The product is: [Br-:1].[Br:1][C:2]1[CH:7]=[CH:6][C:5]([NH:8][C:9]2[C:18]3[C:13](=[CH:14][C:15]([O:21][CH2:22][CH:23]4[CH2:28][CH2:27][N+:26]([CH3:42])([CH2:29][C:35]5[N:34]([CH3:41])[CH:33]=[N:37][C:36]=5[N+:38]([O-:40])=[O:39])[CH2:25][CH2:24]4)=[C:16]([O:19][CH3:20])[CH:17]=3)[N:12]=[CH:11][N:10]=2)=[C:4]([F:30])[CH:3]=1. (3) Given the reactants C1(P(C2C=CC=CC=2)C2C=CC=CC=2)C=CC=CC=1.[I:20]I.N1C=CN=C1.[C:27]([O:31][C:32](=[O:39])[NH:33][C@H:34]([CH3:38])[CH2:35][CH2:36]O)([CH3:30])([CH3:29])[CH3:28], predict the reaction product. The product is: [C:27]([O:31][C:32](=[O:39])[NH:33][C@H:34]([CH3:38])[CH2:35][CH2:36][I:20])([CH3:30])([CH3:29])[CH3:28]. (4) Given the reactants [Cl:1][C:2]1[CH:3]=[CH:4][CH:5]=[C:6]2[C:11]=1[N:10]=[N:9][C:8]([C:12]1[CH:17]=[CH:16][CH:15]=[CH:14][CH:13]=1)=[C:7]2[C:18]1[CH:19]=[C:20]([NH2:24])[CH:21]=[CH:22][CH:23]=1.[CH3:25][N:26]1[C:34]2[C:29](=[CH:30][CH:31]=[CH:32][C:33]=2[CH:35]=O)[CH:28]=[CH:27]1, predict the reaction product. The product is: [Cl:1][C:2]1[CH:3]=[CH:4][CH:5]=[C:6]2[C:11]=1[N:10]=[N:9][C:8]([C:12]1[CH:13]=[CH:14][CH:15]=[CH:16][CH:17]=1)=[C:7]2[C:18]1[CH:19]=[C:20]([NH:24][CH2:35][C:33]2[CH:32]=[CH:31][CH:30]=[C:29]3[C:34]=2[N:26]([CH3:25])[CH:27]=[CH:28]3)[CH:21]=[CH:22][CH:23]=1. (5) Given the reactants [CH3:1][O:2][C:3]1[CH:4]=[CH:5][C:6]([C:18](=[O:39])[C:19]2[CH:24]=[CH:23][C:22]([O:25][CH2:26][C:27]3[N:28]=[C:29]([C:33]4[CH:38]=[CH:37][CH:36]=[CH:35][CH:34]=4)[O:30][C:31]=3[CH3:32])=[CH:21][CH:20]=2)=[C:7]([CH:17]=1)[O:8][C@H:9]([CH3:16])[C:10]([O:12]CC=C)=[O:11].O.[OH-].[Li+].Cl, predict the reaction product. The product is: [CH3:1][O:2][C:3]1[CH:4]=[CH:5][C:6]([C:18](=[O:39])[C:19]2[CH:20]=[CH:21][C:22]([O:25][CH2:26][C:27]3[N:28]=[C:29]([C:33]4[CH:34]=[CH:35][CH:36]=[CH:37][CH:38]=4)[O:30][C:31]=3[CH3:32])=[CH:23][CH:24]=2)=[C:7]([CH:17]=1)[O:8][C@H:9]([CH3:16])[C:10]([OH:12])=[O:11]. (6) Given the reactants Br/[C:2](/[CH:27]=[CH:28]/[C:29]1[C:30]([CH3:47])([CH3:46])[C:31]2[C:32]([N:45]=1)=[N+:33]([CH2:38][CH2:39][CH2:40][S:41]([O-:44])(=[O:43])=[O:42])[CH:34]=[C:35](Cl)[CH:36]=2)=[CH:3]\[CH:4]=[C:5]1\[N:6]([CH2:20][CH2:21][CH2:22][S:23]([O-:26])(=[O:25])=[O:24])[C:7]2[C:12]([C:13]\1([CH3:15])[CH3:14])=[CH:11][C:10]([S:16]([O-:19])(=[O:18])=[O:17])=[CH:9][CH:8]=2.[Na+:48].[Na+].[Cl-:50].[C:51]([CH2:54][CH2:55]/C(=C\NC1C=CC=CC=1)/C=[NH+]/C1C=CC=CC=1)([OH:53])=[O:52], predict the reaction product. The product is: [C:51]([CH2:54][CH2:55]/[C:2](/[CH:27]=[CH:28]/[C:29]1[C:30]([CH3:47])([CH3:46])[C:31]2[C:32]([N:45]=1)=[N+:33]([CH2:38][CH2:39][CH2:40][S:41]([O-:44])(=[O:43])=[O:42])[CH:34]=[C:35]([Cl:50])[CH:36]=2)=[CH:3]\[CH:4]=[C:5]1\[N:6]([CH2:20][CH2:21][CH2:22][S:23]([O-:26])(=[O:25])=[O:24])[C:7]2[C:12]([C:13]\1([CH3:15])[CH3:14])=[CH:11][C:10]([S:16]([O-:19])(=[O:18])=[O:17])=[CH:9][CH:8]=2)([OH:53])=[O:52].[Na+:48].[Na+:48].